This data is from Catalyst prediction with 721,799 reactions and 888 catalyst types from USPTO. The task is: Predict which catalyst facilitates the given reaction. (1) Reactant: [CH3:1][S:2][C:3]1[N:8]=[C:7]([C:9]2[N:13]3[CH2:14][CH2:15][CH2:16][N:12]3[C:11](=[O:17])[C:10]=2[C:18]([OH:20])=O)[CH:6]=[CH:5][N:4]=1.[Cl:21][C:22]1[CH:29]=[CH:28][CH:27]=[CH:26][C:23]=1[CH2:24][NH2:25].ON1C2C=CC=CC=2N=N1.Cl.CN(C)CCCN=C=NCC.C([O-])(O)=O.[Na+]. Product: [Cl:21][C:22]1[CH:29]=[CH:28][CH:27]=[CH:26][C:23]=1[CH2:24][NH:25][C:18]([C:10]1[C:11](=[O:17])[N:12]2[CH2:16][CH2:15][CH2:14][N:13]2[C:9]=1[C:7]1[CH:6]=[CH:5][N:4]=[C:3]([S:2][CH3:1])[N:8]=1)=[O:20]. The catalyst class is: 3. (2) Reactant: [Br:1][C:2]1[CH:7]=[CH:6][C:5]([CH:8]([C:20]2[CH:25]=[CH:24][C:23]([Cl:26])=[CH:22][C:21]=2[CH3:27])[CH2:9][C:10]([C:12]2[CH:13]=[N:14][C:15]([O:18]C)=[CH:16][CH:17]=2)=[O:11])=[CH:4][CH:3]=1.Cl. Product: [Br:1][C:2]1[CH:7]=[CH:6][C:5]([CH:8]([C:20]2[CH:25]=[CH:24][C:23]([Cl:26])=[CH:22][C:21]=2[CH3:27])[CH2:9][C:10]([C:12]2[CH:17]=[CH:16][C:15](=[O:18])[NH:14][CH:13]=2)=[O:11])=[CH:4][CH:3]=1. The catalyst class is: 12. (3) Reactant: Br[C:2]1[CH:28]=[C:27]([F:29])[C:5]2[N:6]([CH2:9][C:10]3[CH:26]=[CH:25][C:13]4[N:14]=[C:15]([NH:17][C@@H:18]5[CH2:23][CH2:22][CH2:21][CH2:20][C@H:19]5[OH:24])[S:16][C:12]=4[CH:11]=3)[CH:7]=[N:8][C:4]=2[CH:3]=1.[CH:30](B1OC(C)(C)C(C)(C)O1)=[CH2:31].C(=O)([O-])[O-].[Na+].[Na+].O1CCOCC1. The catalyst class is: 263. Product: [F:29][C:27]1[C:5]2[N:6]([CH2:9][C:10]3[CH:26]=[CH:25][C:13]4[N:14]=[C:15]([NH:17][C@@H:18]5[CH2:23][CH2:22][CH2:21][CH2:20][C@H:19]5[OH:24])[S:16][C:12]=4[CH:11]=3)[CH:7]=[N:8][C:4]=2[CH:3]=[C:2]([CH:30]=[CH2:31])[CH:28]=1. (4) Reactant: [CH2:1]([O:3][C:4]([C@H:6]1[CH2:8][C@@H:7]1[C:9]1[CH:14]=[CH:13][C:12]([O:15][C@H:16]2[C:24]3[C:19](=[C:20]([O:26][C:27]4[CH:32]=[CH:31][C:30]([OH:33])=[C:29]([F:34])[CH:28]=4)[CH:21]=[CH:22][C:23]=3[F:25])[CH2:18][CH2:17]2)=[CH:11][CH:10]=1)=[O:5])[CH3:2].[CH3:35]SCCCO.[C:41]1(P(C2C=CC=CC=2)C2C=CC=CC=2)[CH:46]=CC=C[CH:42]=1.N(C(OC(C)(C)C)=O)=NC(OC(C)(C)C)=O.O[O:77][S:78]([O-:80])=O.[K+]. Product: [CH2:1]([O:3][C:4]([C@H:6]1[CH2:8][C@@H:7]1[C:9]1[CH:10]=[CH:11][C:12]([O:15][C@H:16]2[C:24]3[C:19](=[C:20]([O:26][C:27]4[CH:32]=[CH:31][C:30]([O:33][CH2:42][CH2:41][CH2:46][S:78]([CH3:35])(=[O:80])=[O:77])=[C:29]([F:34])[CH:28]=4)[CH:21]=[CH:22][C:23]=3[F:25])[CH2:18][CH2:17]2)=[CH:13][CH:14]=1)=[O:5])[CH3:2]. The catalyst class is: 355. (5) Reactant: C([O:5][C:6]([C:8]1[CH:13]=[CH:12][C:11]([C:14]2[C:15]([CH3:56])([CH3:55])[C@H:16]3[C@:29]([CH3:32])([CH2:30][CH:31]=2)[C@@H:28]2[C@:19]([CH3:54])([C@@:20]4([CH3:53])[C@H:25]([CH2:26][CH2:27]2)[C@H:24]2[C@H:33]([C:36]([CH3:38])=[CH2:37])[CH2:34][CH2:35][C@:23]2([CH2:39][NH:40][S:41]([C:44]2[CH:52]=[CH:51][C:47]([C:48]([OH:50])=[O:49])=[CH:46][CH:45]=2)(=[O:43])=[O:42])[CH2:22][CH2:21]4)[CH2:18][CH2:17]3)=[CH:10][CH:9]=1)=[O:7])(C)(C)C.CO. Product: [C:6]([C:8]1[CH:13]=[CH:12][C:11]([C:14]2[C:15]([CH3:56])([CH3:55])[C@H:16]3[C@:29]([CH3:32])([CH2:30][CH:31]=2)[C@@H:28]2[C@:19]([CH3:54])([C@@:20]4([CH3:53])[C@H:25]([CH2:26][CH2:27]2)[C@H:24]2[C@H:33]([C:36]([CH3:38])=[CH2:37])[CH2:34][CH2:35][C@:23]2([CH2:39][NH:40][S:41]([C:44]2[CH:52]=[CH:51][C:47]([C:48]([OH:50])=[O:49])=[CH:46][CH:45]=2)(=[O:42])=[O:43])[CH2:22][CH2:21]4)[CH2:18][CH2:17]3)=[CH:10][CH:9]=1)([OH:7])=[O:5]. The catalyst class is: 38. (6) Reactant: [N+:1]([C:4]1[CH:14]=[CH:13][C:7]([O:8][CH2:9][C:10]([OH:12])=[O:11])=[CH:6][CH:5]=1)([O-:3])=[O:2].[CH3:15]O. Product: [CH3:15][O:11][C:10](=[O:12])[CH2:9][O:8][C:7]1[CH:6]=[CH:5][C:4]([N+:1]([O-:3])=[O:2])=[CH:14][CH:13]=1. The catalyst class is: 33. (7) Reactant: [Br:1][C:2]1[CH:9]=[CH:8][CH:7]=[CH:6][C:3]=1[CH2:4]Br.[CH2:10]([Mg]Br)[CH:11]=[CH2:12]. Product: [Br:1][C:2]1[CH:9]=[CH:8][CH:7]=[CH:6][C:3]=1[CH2:4][CH2:12][CH:11]=[CH2:10]. The catalyst class is: 1. (8) Reactant: [F:1][C:2]1[CH:7]=[C:6]([CH2:8][OH:9])[CH:5]=[C:4]([F:10])[C:3]=1[C:11]1[N:16]=[C:15]([C:17]([O:19][CH3:20])=[O:18])[CH:14]=[CH:13][C:12]=1[F:21].[H-].[Na+].[CH2:24](I)[CH3:25]. Product: [CH2:24]([O:9][CH2:8][C:6]1[CH:5]=[C:4]([F:10])[C:3]([C:11]2[N:16]=[C:15]([C:17]([O:19][CH3:20])=[O:18])[CH:14]=[CH:13][C:12]=2[F:21])=[C:2]([F:1])[CH:7]=1)[CH3:25]. The catalyst class is: 3. (9) Reactant: [CH3:1][C:2]1([CH3:18])[CH2:16][C:6]2[N:7]=[C:8]([N:10]3[CH2:15][CH2:14][O:13][CH2:12][CH2:11]3)[S:9][C:5]=2[C:4](=O)[CH2:3]1.O.[NH2:20][NH2:21].CC(O)=O.C([O-])(O)=O.[Na+]. Product: [CH3:1][C:2]1([CH3:18])[CH2:16][C:6]2[N:7]=[C:8]([N:10]3[CH2:15][CH2:14][O:13][CH2:12][CH2:11]3)[S:9][C:5]=2/[C:4](=[N:20]/[NH2:21])/[CH2:3]1. The catalyst class is: 14. (10) Reactant: C([O:8][C:9]1[CH:14]=[CH:13][N:12]([C:15]2[CH:16]=[N:17][C:18]([N:21]3[CH2:25][CH2:24][C@@H:23]([O:26][Si:27]([C:30]([CH3:33])([CH3:32])[CH3:31])([CH3:29])[CH3:28])[CH2:22]3)=[CH:19][CH:20]=2)[C:11](=[O:34])[CH:10]=1)C1C=CC=CC=1. Product: [Si:27]([O:26][C@@H:23]1[CH2:24][CH2:25][N:21]([C:18]2[N:17]=[CH:16][C:15]([N:12]3[CH:13]=[CH:14][C:9]([OH:8])=[CH:10][C:11]3=[O:34])=[CH:20][CH:19]=2)[CH2:22]1)([C:30]([CH3:33])([CH3:31])[CH3:32])([CH3:28])[CH3:29]. The catalyst class is: 29.